From a dataset of Forward reaction prediction with 1.9M reactions from USPTO patents (1976-2016). Predict the product of the given reaction. (1) Given the reactants [F:1][C:2]1[CH:3]=[C:4]([CH3:11])[C:5]([OH:10])=[C:6]([CH:9]=1)[CH:7]=[O:8].C([O-])([O-])=O.[K+].[K+].[CH2:18]([O:20][CH:21]([O:24][CH2:25][CH3:26])[CH2:22]Br)[CH3:19], predict the reaction product. The product is: [CH2:18]([O:20][CH:21]([O:24][CH2:25][CH3:26])[CH2:22][O:10][C:5]1[C:4]([CH3:11])=[CH:3][C:2]([F:1])=[CH:9][C:6]=1[CH:7]=[O:8])[CH3:19]. (2) Given the reactants [Cl:1][C:2]1[CH:7]=[CH:6][C:5]([C:8](=[O:12])[CH2:9][C:10]#[N:11])=[CH:4][CH:3]=1.[CH3:21][C:17]1(O)[CH2:16][S:15][C:17]([CH3:21])(O)[CH2:16][S:15]1, predict the reaction product. The product is: [NH2:11][C:10]1[S:15][CH:16]=[C:17]([CH3:21])[C:9]=1[C:8]([C:5]1[CH:4]=[CH:3][C:2]([Cl:1])=[CH:7][CH:6]=1)=[O:12]. (3) Given the reactants [CH3:1][N:2]([CH3:37])[C:3](=[O:36])[C:4]1[CH:9]=[CH:8][C:7]([NH:10][C:11]2[N:12]=[C:13]([NH:30][CH2:31][C:32]([F:35])([F:34])[F:33])[C:14]3[CH:19]=[CH:18][N:17](S(C4C=CC(C)=CC=4)(=O)=O)[C:15]=3[N:16]=2)=[CH:6][CH:5]=1.[OH-].[Na+], predict the reaction product. The product is: [CH3:1][N:2]([CH3:37])[C:3](=[O:36])[C:4]1[CH:9]=[CH:8][C:7]([NH:10][C:11]2[NH:16][C:15]3=[N:17][CH:18]=[CH:19][C:14]3=[C:13]([NH:30][CH2:31][C:32]([F:34])([F:35])[F:33])[N:12]=2)=[CH:6][CH:5]=1.